Dataset: Reaction yield outcomes from USPTO patents with 853,638 reactions. Task: Predict the reaction yield, written as a fraction of the theoretical maximum amount of product (1.0 means a 100% yield; for example, 0.34 means a 34% yield). (1) The reactants are [Br:1][C:2]1[CH:3]=[CH:4][C:5](I)=[N:6][CH:7]=1.C([Mg]Cl)(C)C.CON(C)[C:17](=[O:28])[CH2:18][CH2:19][CH2:20][N:21]1[CH2:26][CH2:25][N:24]([CH3:27])[CH2:23][CH2:22]1.BrC1C=CC(C(=O)CC2CCN(C(OC(C)(C)C)=O)CC2)=NC=1. The catalyst is ClCCl.CO. The product is [Br:1][C:2]1[CH:3]=[CH:4][C:5]([C:17](=[O:28])[CH2:18][CH2:19][CH2:20][N:21]2[CH2:22][CH2:23][N:24]([CH3:27])[CH2:25][CH2:26]2)=[N:6][CH:7]=1. The yield is 0.550. (2) The reactants are [NH2:1][C:2]1[C:9]([Cl:10])=[CH:8][C:5]([C:6]#[N:7])=[CH:4][N:3]=1.[CH2:11](Br)[C:12]1[CH:17]=[CH:16][CH:15]=[CH:14][CH:13]=1.C(=O)([O-])[O-].[Cs+].[Cs+]. The catalyst is CN(C=O)C. The product is [CH2:11]([NH:1][C:2]1[C:9]([Cl:10])=[CH:8][C:5]([C:6]#[N:7])=[CH:4][N:3]=1)[C:12]1[CH:17]=[CH:16][CH:15]=[CH:14][CH:13]=1. The yield is 0.480. (3) The reactants are [CH2:1]([O:4][C:5]1[C:12]([O:13][CH2:14][CH:15]=[CH2:16])=[CH:11][CH:10]=[CH:9][C:6]=1[CH:7]=[O:8])[CH:2]=[CH2:3].[CH3:17][Mg]Br. The catalyst is C1COCC1.C(Cl)Cl. The product is [CH2:1]([O:4][C:5]1[C:12]([O:13][CH2:14][CH:15]=[CH2:16])=[CH:11][CH:10]=[CH:9][C:6]=1[CH:7]([OH:8])[CH3:17])[CH:2]=[CH2:3]. The yield is 0.820. (4) The reactants are C([NH:3][CH2:4][C:5]1[C:6]([CH3:12])=[C:7]([CH:9]=[CH:10][CH:11]=1)[NH2:8])C.[C:21](O[C:21]([O:23][C:24]([CH3:27])([CH3:26])[CH3:25])=[O:22])([O:23][C:24]([CH3:27])([CH3:26])[CH3:25])=[O:22]. The catalyst is C1COCC1. The product is [NH2:8][C:7]1[C:6]([CH3:12])=[C:5]([CH:11]=[CH:10][CH:9]=1)[CH2:4][NH:3][C:21](=[O:22])[O:23][C:24]([CH3:25])([CH3:26])[CH3:27]. The yield is 0.990. (5) The reactants are [F:1][C:2]1[CH:7]=[CH:6][C:5]([C:8]([F:11])([F:10])[F:9])=[CH:4][CH:3]=1.CC(O)C.C(=O)=O.C([Li])CCC.[C:24]([O:28][C:29]([N:31]1[CH2:36][CH2:35][CH:34]([C:37](=[O:42])N(OC)C)[CH2:33][CH2:32]1)=[O:30])([CH3:27])([CH3:26])[CH3:25]. The catalyst is C1COCC1.CCCCCC. The product is [C:24]([O:28][C:29]([N:31]1[CH2:36][CH2:35][CH:34]([C:37](=[O:42])[C:7]2[CH:6]=[C:5]([C:8]([F:9])([F:10])[F:11])[CH:4]=[CH:3][C:2]=2[F:1])[CH2:33][CH2:32]1)=[O:30])([CH3:27])([CH3:26])[CH3:25]. The yield is 0.480.